Predict the reactants needed to synthesize the given product. From a dataset of Full USPTO retrosynthesis dataset with 1.9M reactions from patents (1976-2016). (1) Given the product [OH:1][C:2]1[CH:19]=[CH:18][C:17]2[C@:16]3([CH:20]=[O:34])[C@H:7]([C@H:8]4[C@@:12]([CH2:14][CH2:15]3)([CH3:13])[CH2:11][C@H:10]([OH:22])[CH2:9]4)[CH2:6][CH2:5][C:4]=2[CH:3]=1, predict the reactants needed to synthesize it. The reactants are: [OH:1][C:2]1[CH:19]=[CH:18][C:17]2[C@:16]3([C:20]#N)[C@H:7]([C@H:8]4[C@@:12]([CH2:14][CH2:15]3)([CH3:13])[CH2:11][C@H:10]([OH:22])[CH2:9]4)[CH2:6][CH2:5][C:4]=2[CH:3]=1.[H-].C([Al+]CC(C)C)C(C)C.C(=O)(O)[O-:34].[Na+]. (2) The reactants are: [CH3:1][O:2][CH2:3][CH2:4][O:5][C:6]1[CH:7]=[C:8]2[C:12](=[C:13]([N:15]([CH3:25])[S:16]([C:19]3[CH:24]=[CH:23][CH:22]=[CH:21][N:20]=3)(=[O:18])=[O:17])[CH:14]=1)[NH:11][C:10]([C:26]([O:28]CC)=[O:27])=[CH:9]2.[OH-].[Na+].Cl. Given the product [CH3:1][O:2][CH2:3][CH2:4][O:5][C:6]1[CH:7]=[C:8]2[C:12](=[C:13]([N:15]([CH3:25])[S:16]([C:19]3[CH:24]=[CH:23][CH:22]=[CH:21][N:20]=3)(=[O:17])=[O:18])[CH:14]=1)[NH:11][C:10]([C:26]([OH:28])=[O:27])=[CH:9]2, predict the reactants needed to synthesize it. (3) Given the product [C:19]([C:21]1[C:22]([F:30])=[C:23]([CH2:2][C:3]2[N:4]=[C:5]3[S:13][CH:12]=[C:11]([C:15]([N:17]([CH3:18])[CH3:31])=[O:16])[N:6]3[C:7](=[O:10])[C:8]=2[F:9])[CH:24]=[CH:25][CH:26]=1)#[N:20], predict the reactants needed to synthesize it. The reactants are: Cl[CH2:2][C:3]1[N:4]=[C:5]2[S:13][C:12](C)=[C:11]([C:15]([NH:17][CH3:18])=[O:16])[N:6]2[C:7](=[O:10])[C:8]=1[F:9].[C:19]([C:21]1[C:22]([F:30])=[C:23](B(O)O)[CH:24]=[CH:25][CH:26]=1)#[N:20].[C:31](=O)([O-])[O-].[Na+].[Na+].O. (4) The reactants are: [CH3:1][S:2](Cl)(=[O:4])=[O:3].[CH2:6]1[O:15][C:9]2([CH2:14][CH2:13][NH:12][CH2:11][CH2:10]2)[O:8][CH2:7]1.C(N(CC)CC)C. Given the product [CH2:6]1[O:15][C:9]2([CH2:14][CH2:13][N:12]([S:2]([CH3:1])(=[O:4])=[O:3])[CH2:11][CH2:10]2)[O:8][CH2:7]1, predict the reactants needed to synthesize it. (5) Given the product [Cl:11][CH2:12][CH2:13][O:1][C:2]1[CH:10]=[CH:9][CH:8]=[C:7]2[C:3]=1[CH:4]=[CH:5][NH:6]2, predict the reactants needed to synthesize it. The reactants are: [OH:1][C:2]1[CH:10]=[CH:9][CH:8]=[C:7]2[C:3]=1[CH:4]=[CH:5][NH:6]2.[Cl:11][CH2:12][CH2:13]O.C1(P(C2C=CC=CC=2)C2C=CC=CC=2)C=CC=CC=1.N(C(OCC)=O)=NC(OCC)=O. (6) Given the product [CH2:4]([N:3]([CH2:2][CH3:1])[CH2:6][CH2:7][NH:8][C:9]1[C:10]2=[C:11]3[C:12]([N:15]=[CH:16][N:17]3[C:18]3[C:19]([C:20]2=[O:21])=[CH:22][C:23]([O:26][C:42](=[O:44])[CH3:43])=[CH:24][CH:25]=3)=[CH:13][CH:14]=1)[CH3:5], predict the reactants needed to synthesize it. The reactants are: [CH3:1][CH2:2][N:3]([CH2:6][CH2:7][NH:8][C:9]1[CH:14]=[CH:13][C:12]2[N:15]=[CH:16][N:17]3[C:18]4[CH:25]=[CH:24][C:23]([OH:26])=[CH:22][C:19]=4[C:20](=[O:21])[C:10]=1[C:11]=23)[CH2:4][CH3:5].O.Cl.Cl.Cl.CN(C)CCCN=C=NCC.[C:42](O)(=[O:44])[CH3:43].C(N(CC)C(C)C)(C)C. (7) Given the product [N:10]1([C:2]2[CH:9]=[CH:8][CH:7]=[CH:6][C:3]=2[C:4]#[N:5])[CH2:15][CH2:14][CH2:13][CH2:12][CH2:11]1, predict the reactants needed to synthesize it. The reactants are: F[C:2]1[CH:9]=[CH:8][CH:7]=[CH:6][C:3]=1[C:4]#[N:5].[NH:10]1[CH2:15][CH2:14][CH2:13][CH2:12][CH2:11]1.